This data is from Forward reaction prediction with 1.9M reactions from USPTO patents (1976-2016). The task is: Predict the product of the given reaction. (1) Given the reactants [CH3:1][C:2]1([CH3:18])[C:10]2[C:5](=[CH:6][C:7]([O:11][CH2:12]C(OCC)=O)=[CH:8][CH:9]=2)[CH2:4][CH2:3]1, predict the reaction product. The product is: [CH3:12][O:11][C:7]1[CH:6]=[C:5]2[C:10](=[CH:9][CH:8]=1)[C:2]([CH3:18])([CH3:1])[CH2:3][CH2:4]2. (2) The product is: [CH2:1]([O:3][C:4]([C:6]1[S:10][C:9]([N:11]([CH3:18])[C:12]2[CH:17]=[CH:16][CH:15]=[CH:14][CH:13]=2)=[N:8][C:7]=1[CH2:19][Br:20])=[O:5])[CH3:2]. Given the reactants [CH2:1]([O:3][C:4]([C:6]1[S:10][C:9]([N:11]([CH3:18])[C:12]2[CH:17]=[CH:16][CH:15]=[CH:14][CH:13]=2)=[N:8][C:7]=1[CH3:19])=[O:5])[CH3:2].[Br:20]N1C(=O)CCC1=O.C(OOC(=O)C1C=CC=CC=1)(=O)C1C=CC=CC=1, predict the reaction product.